Dataset: Full USPTO retrosynthesis dataset with 1.9M reactions from patents (1976-2016). Task: Predict the reactants needed to synthesize the given product. (1) Given the product [Cl:8][C:7]1[CH:6]=[N:5][N:4]([CH:9]2[CH2:11][CH2:10]2)[C:3](=[O:12])[C:2]=1[O:14][CH3:13], predict the reactants needed to synthesize it. The reactants are: Cl[C:2]1[C:3](=[O:12])[N:4]([CH:9]2[CH2:11][CH2:10]2)[N:5]=[CH:6][C:7]=1[Cl:8].[CH3:13][O-:14].[Na+]. (2) Given the product [Cl:1][C:2]1[C:7]([O:8][CH2:9][C:10]([O:12][C:13]([CH3:16])([CH3:15])[CH3:14])=[O:11])=[CH:6][CH:5]=[C:4]([N:21]2[CH2:22][C:19]([O:23][CH3:24])([CH3:18])[CH2:20]2)[N:3]=1, predict the reactants needed to synthesize it. The reactants are: [Cl:1][C:2]1[C:7]([O:8][CH2:9][C:10]([O:12][C:13]([CH3:16])([CH3:15])[CH3:14])=[O:11])=[CH:6][CH:5]=[C:4](I)[N:3]=1.[CH3:18][C:19]1([O:23][CH3:24])[CH2:22][NH:21][CH2:20]1. (3) Given the product [CH:3]1([CH2:2][N:15]2[C:16]3[C@:17]4([CH3:27])[C:24]([CH3:26])([CH3:25])[C@@H:20]([CH2:19][CH2:18]4)[C:21]=3[C:22](=[O:23])[N:14]2[C:8]2[CH:9]=[CH:10][CH:11]=[CH:12][CH:13]=2)[CH2:7][CH2:6][CH2:5][CH2:4]1, predict the reactants needed to synthesize it. The reactants are: I[CH2:2][CH:3]1[CH2:7][CH2:6][CH2:5][CH2:4]1.[C:8]1([N:14]2[C:22](=[O:23])[C:21]3[C@@H:20]4[C:24]([CH3:26])([CH3:25])[C@@:17]([CH3:27])([CH2:18][CH2:19]4)[C:16]=3[NH:15]2)[CH:13]=[CH:12][CH:11]=[CH:10][CH:9]=1. (4) The reactants are: [NH2:1][C@H:2]([C:5]([OH:7])=[O:6])[CH2:3][OH:4].[C:8]1([S:14](Cl)(=[O:16])=[O:15])[CH:13]=[CH:12][CH:11]=[CH:10][CH:9]=1. Given the product [C:8]1([S:14]([NH:1][C@@H:2]([CH2:3][OH:4])[C:5]([OH:7])=[O:6])(=[O:16])=[O:15])[CH:13]=[CH:12][CH:11]=[CH:10][CH:9]=1, predict the reactants needed to synthesize it. (5) Given the product [CH3:24][N:25]([CH3:26])[C:2]1[N:3]=[C:4]2[N:10]([CH:11]([CH2:12][CH3:13])[CH2:14][CH3:15])[C:9]([OH:16])=[N:8][C:5]2=[N:6][CH:7]=1, predict the reactants needed to synthesize it. The reactants are: Br[C:2]1[N:3]=[C:4]2[N:10]([CH:11]([CH2:14][CH3:15])[CH2:12][CH3:13])[C:9](=[O:16])[N:8](C(OC(C)(C)C)=O)[C:5]2=[N:6][CH:7]=1.[CH3:24][NH:25][CH3:26].CC([O-])(C)C.[Na+].Cl.